From a dataset of Full USPTO retrosynthesis dataset with 1.9M reactions from patents (1976-2016). Predict the reactants needed to synthesize the given product. (1) The reactants are: B(Br)(Br)Br.C[O:6][C:7]1[CH:12]=[CH:11][C:10]([C:13]2[C:21]3[C:20]([NH:22][C:23]4[CH:24]=[C:25]([CH:31]=[CH:32][CH:33]=4)[O:26][CH2:27][C:28]([OH:30])=[O:29])=[N:19][CH:18]=[N:17][C:16]=3[O:15][C:14]=2[C:34]2[CH:39]=[CH:38][CH:37]=[CH:36][CH:35]=2)=[CH:9][CH:8]=1.Cl. Given the product [OH:6][C:7]1[CH:12]=[CH:11][C:10]([C:13]2[C:21]3[C:20]([NH:22][C:23]4[CH:24]=[C:25]([CH:31]=[CH:32][CH:33]=4)[O:26][CH2:27][C:28]([OH:30])=[O:29])=[N:19][CH:18]=[N:17][C:16]=3[O:15][C:14]=2[C:34]2[CH:35]=[CH:36][CH:37]=[CH:38][CH:39]=2)=[CH:9][CH:8]=1, predict the reactants needed to synthesize it. (2) Given the product [F:8][C:7]1[CH:6]=[CH:5][C:4]([O:9][CH2:17][CH2:18][CH3:19])=[CH:3][C:2]=1[F:1], predict the reactants needed to synthesize it. The reactants are: [F:1][C:2]1[CH:3]=[C:4]([OH:9])[CH:5]=[CH:6][C:7]=1[F:8].C(=O)([O-])[O-].[K+].[K+].I[CH2:17][CH2:18][CH3:19]. (3) Given the product [C:1]([O:5][C:6]([N:8]1[CH2:13][CH2:12][N:11]([C:14]([C:16]2[N:17]=[C:18]([C:28]3[CH:27]=[CH:26][N:25]=[C:24]([F:23])[CH:29]=3)[CH:19]=[CH:20][CH:21]=2)=[O:15])[CH2:10][CH2:9]1)=[O:7])([CH3:4])([CH3:3])[CH3:2], predict the reactants needed to synthesize it. The reactants are: [C:1]([O:5][C:6]([N:8]1[CH2:13][CH2:12][N:11]([C:14]([C:16]2[CH:21]=[CH:20][CH:19]=[C:18](Br)[N:17]=2)=[O:15])[CH2:10][CH2:9]1)=[O:7])([CH3:4])([CH3:3])[CH3:2].[F:23][C:24]1[CH:29]=[C:28](B(O)O)[CH:27]=[CH:26][N:25]=1.C([O-])([O-])=O.[Na+].[Na+]. (4) Given the product [Cl:1][C:2]1[CH:7]=[CH:6][C:5]([C@@:8]2([CH3:35])[C@@H:12]([C:13]3[CH:18]=[CH:17][C:16]([Cl:19])=[CH:15][CH:14]=3)[N:11]([C:20]([N:48]3[CH2:47][CH2:46][N:45]([CH2:44][CH2:43][CH2:42][S:39]([CH3:38])(=[O:40])=[O:41])[CH2:50][CH2:49]3)=[O:21])[C:10]([C:23]3[CH:28]=[CH:27][C:26]([O:29][CH3:30])=[CH:25][C:24]=3[O:31][CH:32]([CH3:34])[CH3:33])=[N:9]2)=[CH:4][CH:3]=1, predict the reactants needed to synthesize it. The reactants are: [Cl:1][C:2]1[CH:7]=[CH:6][C:5]([C:8]2([CH3:35])[CH:12]([C:13]3[CH:18]=[CH:17][C:16]([Cl:19])=[CH:15][CH:14]=3)[N:11]([C:20](Cl)=[O:21])[C:10]([C:23]3[CH:28]=[CH:27][C:26]([O:29][CH3:30])=[CH:25][C:24]=3[O:31][CH:32]([CH3:34])[CH3:33])=[N:9]2)=[CH:4][CH:3]=1.Cl.Cl.[CH3:38][S:39]([CH2:42][CH2:43][CH2:44][N:45]1[CH2:50][CH2:49][NH:48][CH2:47][CH2:46]1)(=[O:41])=[O:40].